This data is from Full USPTO retrosynthesis dataset with 1.9M reactions from patents (1976-2016). The task is: Predict the reactants needed to synthesize the given product. (1) Given the product [NH2:35][C:34]1[CH:33]=[CH:32][C:29]([C:10]([C:14]2[CH:19]=[CH:18][C:17]([O:20][CH3:21])=[C:16]([O:22][CH3:23])[CH:15]=2)=[CH:11][C:12]#[N:13])=[CH:28][C:27]=1[O:26][CH3:25].[CH3:25][O:26][C:27]1[CH:28]=[C:29]([CH:30]([C:14]2[CH:19]=[CH:18][C:17]([O:20][CH3:21])=[C:16]([O:22][CH3:23])[CH:15]=2)[OH:31])[CH:32]=[CH:33][C:34]=1[N+:35]([O-:37])=[O:36], predict the reactants needed to synthesize it. The reactants are: NC1C=C([C:10]([C:14]2[CH:19]=[CH:18][C:17]([O:20][CH3:21])=[C:16]([O:22][CH3:23])[CH:15]=2)=[CH:11][C:12]#[N:13])C=CC=1OC.[Mg].[CH3:25][O:26][C:27]1[CH:28]=[C:29]([CH:32]=[CH:33][C:34]=1[N+:35]([O-:37])=[O:36])[CH:30]=[O:31]. (2) Given the product [NH2:30][C:26]1([C:23]2[CH:24]=[CH:25][C:20]([C:19]3[N:5]4[C:6]5[CH:18]=[CH:17][CH:16]=[N:15][C:7]=5[NH:8][C:9]5[CH:14]=[CH:13][CH:12]=[CH:11][C:10]=5[C:4]4=[N:3][C:2]=3[C:47]3[CH:48]=[CH:49][C:44]([CH2:43][CH2:42][C:41]([O:40][CH3:38])=[O:53])=[CH:45][CH:46]=3)=[CH:21][CH:22]=2)[CH2:27][CH2:28][CH2:29]1, predict the reactants needed to synthesize it. The reactants are: Br[C:2]1[N:3]=[C:4]2[C:10]3[CH:11]=[CH:12][CH:13]=[CH:14][C:9]=3[NH:8][C:7]3[N:15]=[CH:16][CH:17]=[CH:18][C:6]=3[N:5]2[C:19]=1[C:20]1[CH:25]=[CH:24][C:23]([C:26]2([NH:30]C(=O)OC(C)(C)C)[CH2:29][CH2:28][CH2:27]2)=[CH:22][CH:21]=1.[CH2:38]([O:40][C:41](=[O:53])[CH2:42][CH2:43][C:44]1[CH:49]=[CH:48][C:47](B(O)O)=[CH:46][CH:45]=1)C.[O-]P([O-])([O-])=O.[K+].[K+].[K+]. (3) Given the product [CH:4]([C:3]1[CH:6]=[CH:7][C:8]([C:10]([F:13])([F:12])[F:11])=[CH:9][C:2]=1[C:22]1[CH:23]=[CH:24][C:25]([C:28]([NH:30][CH2:31][CH2:32][C:33]([O:35][CH2:36][CH3:37])=[O:34])=[O:29])=[N:26][CH:27]=1)=[O:5], predict the reactants needed to synthesize it. The reactants are: Br[C:2]1[CH:9]=[C:8]([C:10]([F:13])([F:12])[F:11])[CH:7]=[CH:6][C:3]=1[CH:4]=[O:5].CC1(C)C(C)(C)OB([C:22]2[CH:23]=[CH:24][C:25]([C:28]([NH:30][CH2:31][CH2:32][C:33]([O:35][CH2:36][CH3:37])=[O:34])=[O:29])=[N:26][CH:27]=2)O1.C([O-])([O-])=O.[K+].[K+].O. (4) The reactants are: [OH:1][C:2]1[CH:3]=[CH:4][C:5]2[N:6]([N:8]=[CH:9][C:10]=2[C:11]([O:13][CH2:14][CH3:15])=[O:12])[CH:7]=1.Br[CH2:17][C:18]([O:20]C(C)(C)C)=[O:19].C(=O)([O-])[O-].[Cs+].[Cs+].[Li+].[OH-].Cl. Given the product [CH2:14]([O:13][C:11]([C:10]1[CH:9]=[N:8][N:6]2[CH:7]=[C:2]([O:1][CH2:17][C:18]([OH:20])=[O:19])[CH:3]=[CH:4][C:5]=12)=[O:12])[CH3:15], predict the reactants needed to synthesize it. (5) Given the product [F:1][C:2]1[CH:10]=[C:9]2[C:5]([CH:6]=[N:7][N:8]2[CH:11]2[CH2:16][CH2:15][N:14]([C:18]3[N:19]=[N:20][C:21]([C:24]4[CH:25]=[N:26][N:27]([CH3:29])[CH:28]=4)=[CH:22][CH:23]=3)[CH2:13][CH2:12]2)=[CH:4][CH:3]=1, predict the reactants needed to synthesize it. The reactants are: [F:1][C:2]1[CH:10]=[C:9]2[C:5]([CH:6]=[N:7][N:8]2[CH:11]2[CH2:16][CH2:15][NH:14][CH2:13][CH2:12]2)=[CH:4][CH:3]=1.Cl[C:18]1[N:19]=[N:20][C:21]([C:24]2[CH:25]=[N:26][N:27]([CH3:29])[CH:28]=2)=[CH:22][CH:23]=1.CCN(C(C)C)C(C)C. (6) Given the product [NH2:8][C:9]([CH3:32])([CH3:33])[CH2:10][CH2:11][N:12]1[CH:16]=[C:15]([C:17]2[CH:31]=[CH:30][C:20]([O:21][C:22]([CH3:28])([CH3:29])[C:23]([O:25][CH2:26][CH3:27])=[O:24])=[CH:19][CH:18]=2)[N:14]=[CH:13]1, predict the reactants needed to synthesize it. The reactants are: C(OC([NH:8][C:9]([CH3:33])([CH3:32])[CH2:10][CH2:11][N:12]1[CH:16]=[C:15]([C:17]2[CH:31]=[CH:30][C:20]([O:21][C:22]([CH3:29])([CH3:28])[C:23]([O:25][CH2:26][CH3:27])=[O:24])=[CH:19][CH:18]=2)[N:14]=[CH:13]1)=O)(C)(C)C. (7) Given the product [ClH:8].[Cl:8][C:9]1[CH:10]=[C:11]([CH:21]=[CH:22][C:23]=1[Cl:24])[CH2:12][N:13]1[CH2:18][CH2:17][O:16][C@@H:15]([CH2:19][NH:20][C:26](=[O:27])[O:28][C:29]2[CH:30]=[CH:31][C:32]([N+:35]([O-:37])=[O:36])=[CH:33][CH:34]=2)[CH2:14]1, predict the reactants needed to synthesize it. The reactants are: C(N(CC)CC)C.[Cl:8][C:9]1[CH:10]=[C:11]([CH:21]=[CH:22][C:23]=1[Cl:24])[CH2:12][N:13]1[CH2:18][CH2:17][O:16][C@@H:15]([CH2:19][NH2:20])[CH2:14]1.Cl[C:26]([O:28][C:29]1[CH:34]=[CH:33][C:32]([N+:35]([O-:37])=[O:36])=[CH:31][CH:30]=1)=[O:27]. (8) Given the product [CH3:30][C:29]([CH3:32])([CH3:31])[CH:28]([C:10]1[CH:11]=[C:12]([CH:13]=[CH:14][C:9]=1[C:7]1[N:4]=[C:1]([CH3:2])[O:3][CH:6]=1)[O:15][CH2:16][C:17]1[CH:26]=[CH:25][C:24]2[C:19](=[CH:20][CH:21]=[C:22]([F:27])[CH:23]=2)[N:18]=1)[C:33]1[CH:38]=[CH:37][CH:36]=[CH:35][CH:34]=1, predict the reactants needed to synthesize it. The reactants are: [C:1]([NH2:4])(=[O:3])[CH3:2].Br[CH2:6][C:7]([C:9]1[CH:14]=[CH:13][C:12]([O:15][CH2:16][C:17]2[CH:26]=[CH:25][C:24]3[C:19](=[CH:20][CH:21]=[C:22]([F:27])[CH:23]=3)[N:18]=2)=[CH:11][C:10]=1[CH:28]([C:33]1[CH:38]=[CH:37][CH:36]=[CH:35][CH:34]=1)[C:29]([CH3:32])([CH3:31])[CH3:30])=O.